Dataset: Peptide-MHC class II binding affinity with 134,281 pairs from IEDB. Task: Regression. Given a peptide amino acid sequence and an MHC pseudo amino acid sequence, predict their binding affinity value. This is MHC class II binding data. (1) The peptide sequence is EKKYFAATQFEPLAM. The MHC is DRB1_0101 with pseudo-sequence DRB1_0101. The binding affinity (normalized) is 0.418. (2) The peptide sequence is GPKDNGGACGYKDVD. The MHC is DRB1_1602 with pseudo-sequence DRB1_1602. The binding affinity (normalized) is 0.117. (3) The peptide sequence is VGAITTIEDPVLAKK. The MHC is DRB1_0404 with pseudo-sequence DRB1_0404. The binding affinity (normalized) is 0.618.